Dataset: Forward reaction prediction with 1.9M reactions from USPTO patents (1976-2016). Task: Predict the product of the given reaction. (1) The product is: [CH2:1]([CH:8]([CH2:19][C:20]([C:22]1[CH:27]=[CH:26][C:25]([Br:28])=[CH:24][CH:23]=1)=[O:21])[C:9]([O:11][CH2:12][CH3:13])=[O:10])[C:2]1[CH:7]=[CH:6][CH:5]=[CH:4][CH:3]=1. Given the reactants [CH2:1]([C:8]([CH2:19][C:20]([C:22]1[CH:27]=[CH:26][C:25]([Br:28])=[CH:24][CH:23]=1)=[O:21])(C(OCC)=O)[C:9]([O:11][CH2:12][CH3:13])=[O:10])[C:2]1[CH:7]=[CH:6][CH:5]=[CH:4][CH:3]=1.[OH-].[Na+], predict the reaction product. (2) Given the reactants C(O[C:4](=[C:11]1[C:19]2[C:14](=[CH:15][CH:16]=[C:17]([NH:20][S:21]([C:24]3[CH:29]=[CH:28][CH:27]=[CH:26][CH:25]=3)(=[O:23])=[O:22])[CH:18]=2)[NH:13][C:12]1=[O:30])[C:5]1[CH:10]=[CH:9][CH:8]=[CH:7][CH:6]=1)C.[CH2:31]([O:33][C:34]([CH2:36][C:37]1[CH:43]=[CH:42][C:40]([NH2:41])=[CH:39][CH:38]=1)=[O:35])[CH3:32].O, predict the reaction product. The product is: [CH2:31]([O:33][C:34]([CH2:36][C:37]1[CH:38]=[CH:39][C:40]([NH:41]/[C:4](=[C:11]2\[C:12](=[O:30])[NH:13][C:14]3[C:19]\2=[CH:18][C:17]([NH:20][S:21]([C:24]2[CH:29]=[CH:28][CH:27]=[CH:26][CH:25]=2)(=[O:22])=[O:23])=[CH:16][CH:15]=3)/[C:5]2[CH:6]=[CH:7][CH:8]=[CH:9][CH:10]=2)=[CH:42][CH:43]=1)=[O:35])[CH3:32].